This data is from Peptide-MHC class II binding affinity with 134,281 pairs from IEDB. The task is: Regression. Given a peptide amino acid sequence and an MHC pseudo amino acid sequence, predict their binding affinity value. This is MHC class II binding data. (1) The peptide sequence is AEHQAIVRDVLAAGD. The MHC is DRB1_1501 with pseudo-sequence DRB1_1501. The binding affinity (normalized) is 0.183. (2) The peptide sequence is ATPEAKYDAYVATLS. The binding affinity (normalized) is 0.460. The MHC is DRB1_0901 with pseudo-sequence DRB1_0901. (3) The peptide sequence is GTVVMQVKVSKGAPC. The binding affinity (normalized) is 0.677. The MHC is DRB1_1101 with pseudo-sequence DRB1_1101. (4) The peptide sequence is KEPIVGAETFYVDGA. The MHC is DRB1_1302 with pseudo-sequence DRB1_1302. The binding affinity (normalized) is 0.484. (5) The peptide sequence is NEDDSNFAHWTEARIML. The binding affinity (normalized) is 0.0694. The MHC is DRB1_0101 with pseudo-sequence DRB1_0101.